This data is from Reaction yield outcomes from USPTO patents with 853,638 reactions. The task is: Predict the reaction yield, written as a fraction of the theoretical maximum amount of product (1.0 means a 100% yield; for example, 0.34 means a 34% yield). (1) The reactants are [Si]([O:8][CH:9]([C:22]1[O:23][C:24]([C:27]2[N:36]=[CH:35][CH:34]=[CH:33][C:28]=2[C:29]([O:31][CH3:32])=[O:30])=[CH:25][N:26]=1)[CH2:10][CH2:11][CH2:12][CH2:13][CH2:14][CH2:15][C:16]1[CH:21]=[CH:20][CH:19]=[CH:18][CH:17]=1)(C(C)(C)C)(C)C. The catalyst is CCOC(C)=O. The product is [C:16]1([CH2:15][CH2:14][CH2:13][CH2:12][CH2:11][CH2:10][C:9]([C:22]2[O:23][C:24]([C:27]3[N:36]=[CH:35][CH:34]=[CH:33][C:28]=3[C:29]([O:31][CH3:32])=[O:30])=[CH:25][N:26]=2)=[O:8])[CH:21]=[CH:20][CH:19]=[CH:18][CH:17]=1. The yield is 0.730. (2) The reactants are [OH-].[Na+].[Br:3][CH2:4][CH2:5]Br.[F:7][C:8]1[CH:13]=[CH:12][C:11]([OH:14])=[CH:10][CH:9]=1. No catalyst specified. The product is [Br:3][CH2:4][CH2:5][O:14][C:11]1[CH:12]=[CH:13][C:8]([F:7])=[CH:9][CH:10]=1. The yield is 0.900. (3) The reactants are CC1(C)C(C)(C)OB([C:9]2[CH:14]=[CH:13][C:12]([CH2:15][C:16]([NH:18][C:19]3[CH:23]=[C:22]([C:24]4([C:27]([F:30])([F:29])[F:28])[CH2:26][CH2:25]4)[O:21][N:20]=3)=[O:17])=[CH:11][CH:10]=2)O1.Cl[C:33]1[N:38]=[C:37]2[N:39]([CH3:42])[CH:40]=[CH:41][C:36]2=[N:35][CH:34]=1.C([O-])([O-])=O.[Na+].[Na+].CC#N. The catalyst is O. The product is [CH3:42][N:39]1[C:37]2=[N:38][C:33]([C:9]3[CH:10]=[CH:11][C:12]([CH2:15][C:16]([NH:18][C:19]4[CH:23]=[C:22]([C:24]5([C:27]([F:30])([F:29])[F:28])[CH2:26][CH2:25]5)[O:21][N:20]=4)=[O:17])=[CH:13][CH:14]=3)=[CH:34][N:35]=[C:36]2[CH:41]=[CH:40]1. The yield is 0.130. (4) The product is [Cl:1][C:2]1[CH:7]=[C:6]([CH2:8][OH:9])[CH:5]=[CH:4][N:3]=1. The yield is 0.940. The catalyst is C1COCC1. The reactants are [Cl:1][C:2]1[CH:7]=[C:6]([C:8](OC)=[O:9])[CH:5]=[CH:4][N:3]=1.[H-].C([Al+]CC(C)C)C(C)C.[NH4+].[Cl-].